Dataset: Full USPTO retrosynthesis dataset with 1.9M reactions from patents (1976-2016). Task: Predict the reactants needed to synthesize the given product. Given the product [NH2:8][C:9]1[C:10]([C:24]([NH:27][C:28]2[C:29]([N:37]3[CH2:42][C@H:41]([CH3:43])[CH2:40][C@H:39]([NH2:44])[CH2:38]3)=[C:30]3[CH2:36][CH2:35][O:34][C:31]3=[N:32][CH:33]=2)=[O:26])=[N:11][C:12]([C:16]2[C:17]([F:23])=[CH:18][CH:19]=[CH:20][C:21]=2[F:22])=[C:13]([F:15])[CH:14]=1, predict the reactants needed to synthesize it. The reactants are: C(OC([NH:8][C:9]1[C:10]([C:24]([OH:26])=O)=[N:11][C:12]([C:16]2[C:21]([F:22])=[CH:20][CH:19]=[CH:18][C:17]=2[F:23])=[C:13]([F:15])[CH:14]=1)=O)(C)(C)C.[NH2:27][C:28]1[C:29]([N:37]2[CH2:42][C@H:41]([CH3:43])[CH2:40][C@H:39]([NH:44]C(=O)OC(C)(C)C)[CH2:38]2)=[C:30]2[CH2:36][CH2:35][O:34][C:31]2=[N:32][CH:33]=1.CN(C(ON1N=NC2C=CC=NC1=2)=[N+](C)C)C.F[P-](F)(F)(F)(F)F.CCN(C(C)C)C(C)C.